From a dataset of Reaction yield outcomes from USPTO patents with 853,638 reactions. Predict the reaction yield, written as a fraction of the theoretical maximum amount of product (1.0 means a 100% yield; for example, 0.34 means a 34% yield). (1) The product is [NH2:1][C:2]1([C:6]2[CH:7]=[CH:8][C:9]([C:12]3[N:13]=[C:14]4[CH:19]=[CH:18][C:17]([O:20][CH2:37][C:36]([O:35][CH3:34])=[O:39])=[N:16][N:15]4[C:21]=3[C:22]3[CH:27]=[CH:26][CH:25]=[CH:24][CH:23]=3)=[CH:10][CH:11]=2)[CH2:5][CH2:4][CH2:3]1. The yield is 0.490. The catalyst is CN(C=O)C.O. The reactants are [NH2:1][C:2]1([C:6]2[CH:11]=[CH:10][C:9]([C:12]3[N:13]=[C:14]4[CH:19]=[CH:18][C:17]([OH:20])=[N:16][N:15]4[C:21]=3[C:22]3[CH:27]=[CH:26][CH:25]=[CH:24][CH:23]=3)=[CH:8][CH:7]=2)[CH2:5][CH2:4][CH2:3]1.C(=O)([O-])[O-].[Cs+].[Cs+].[CH3:34][O:35][C:36](=[O:39])[CH2:37]Br. (2) The reactants are [NH2:1][C:2]1[C:3]([OH:8])=[N:4][CH:5]=[CH:6][CH:7]=1.[CH2:9]([O:11][C:12]1[C:13](=O)[C:14](=[O:19])[C:15]=1[O:16]CC)[CH3:10]. The catalyst is C(O)C. The product is [CH2:9]([O:11][C:12]1[C:15](=[O:16])[C:14](=[O:19])[C:13]=1[NH:1][C:2]1[C:3]([OH:8])=[N:4][CH:5]=[CH:6][CH:7]=1)[CH3:10]. The yield is 0.900. (3) The reactants are [N-:1]=[N+:2]=[N-:3].[Na+].Cl[CH2:6][C:7]([C:9]1[CH:10]=[CH:11][C:12]2[N:16]=[C:15]([C@@H:17]3[CH2:21][CH2:20][CH2:19][N:18]3[C:22]([O:24][C:25]([CH3:28])([CH3:27])[CH3:26])=[O:23])[NH:14][C:13]=2[CH:29]=1)=[O:8]. The catalyst is C(#N)C. The product is [N:1]([CH2:6][C:7]([C:9]1[CH:10]=[CH:11][C:12]2[N:16]=[C:15]([C@@H:17]3[CH2:21][CH2:20][CH2:19][N:18]3[C:22]([O:24][C:25]([CH3:28])([CH3:27])[CH3:26])=[O:23])[NH:14][C:13]=2[CH:29]=1)=[O:8])=[N+:2]=[N-:3]. The yield is 0.480. (4) The reactants are [O:1]1[C:5]2[CH:6]=[CH:7][CH:8]=[CH:9][C:4]=2[CH:3]=[C:2]1[CH2:10][O:11][C:12]1[CH:22]=[CH:21][C:15]([C:16](OCC)=[O:17])=[CH:14][CH:13]=1.[H-].[H-].[H-].[H-].[Li+].[Al+3]. The catalyst is C1COCC1. The product is [O:1]1[C:5]2[CH:6]=[CH:7][CH:8]=[CH:9][C:4]=2[CH:3]=[C:2]1[CH2:10][O:11][C:12]1[CH:22]=[CH:21][C:15]([CH2:16][OH:17])=[CH:14][CH:13]=1. The yield is 0.670.